Regression. Given a target protein amino acid sequence and a drug SMILES string, predict the binding affinity score between them. We predict pIC50 (pIC50 = -log10(IC50 in M); higher means more potent). Dataset: bindingdb_ic50. From a dataset of Drug-target binding data from BindingDB using IC50 measurements. (1) The drug is Cc1ncccc1S(=O)(=O)N1CCN(c2ccc(C(=O)NCc3ccc(F)cc3)nn2)CC1. The target protein (Q9H773) has sequence MSVAGGEIRGDTGGEDTAAPGRFSFSPEPTLEDIRRLHAEFAAERDWEQFHQPRNLLLALVGEVGELAELFQWKTDGEPGPQGWSPRERAALQEELSDVLIYLVALAARCRVDLPLAVLSKMDINRRRYPAHLARSSSRKYTELPHGAISEDQAVGPADIPCDSTGQTST. The pIC50 is 7.4. (2) The small molecule is CCCC[C@H]1C(=O)N(C)[C@@H](CCCC)C(=O)N[C@@H](CC(C)C)C(=O)N[C@H](C(=O)NCC(N)=O)CSCC(=O)N[C@@H](Cc2ccc(O)cc2)C(=O)N(C)[C@@H](C)C(=O)N[C@@H](CCC(=O)O)C(=O)N2CCC[C@H]2C(=O)N[C@@H](CN)C(=O)N[C@@H](CC(C)C)C(=O)N2CCC[C@H]2C(=O)N[C@@H](Cc2c[nH]c3ccccc23)C(=O)N[C@@H](CO)C(=O)N[C@@H](Cc2c[nH]c3ccccc23)C(=O)N1C. The target protein sequence is FTVTVPKDLYVVEYGSNMTIECKFPVEKQLDLAALIVYWEMEDKNIIQFVHGEEDLKVQHSSYRQRARLLKDQLSLGNAALQITDVKLQDAGVYRCMISYGGADYKRITVKVNAPYNKINQRILVVDPVTSEHELTCQAEGYPKAEVIWTSSDHQVLSGKTTTTNSKREEKLFNVTSTLRINTTTNEIFYCTFRRLDPEENHTAELVIPELPLAHPPNERTGSSETVRFQGHHHHHH. The pIC50 is 6.3. (3) The compound is COC(=O)C1(C/C=C/c2ccccc2)C(=CC(=O)O)O[C@@H]2CC(=O)N21. The target protein sequence is MFKTTLCALLITASCSTFAAPQQINDIVHRTITPLIEQQKIPGMAVAVIYQGKPYYFTWGYADIAKKQPVTQQTLFELGSVSKTFTGVLGGDAIARGEIKLSDPTTKYWPELTAKQWNGITLLHLATYTAGGLPLQVPDEVKSSSDLLRFYQNWQPAWAPGTQRLYANSSIGLFGALAVKPSGLSFEQAMQTRVFQPLKLNHTWINVPPAEEKNYAWGYREGKAVHVSPGALDAEAYGVKSTIEDMARWVQSNLKPLDINEKTLQQGIQLAQSRYWQTGDMYQGLGWEMLDWPVNPDSIINGSDNKIALAARPVKAITPPTPAVRASWVHKTGATGGFGSYVAFIPEKELGIVMLANKNYPNPARVDAAWQILNALQ. The pIC50 is 4.4. (4) The drug is CC1(C)CC[C@]2(C(=O)NCC(F)(F)F)CC[C@]3(C)[C@H](C(=O)C=C4[C@@]3(C)CC[C@H]3C(C)(C)C(=O)C(C#N)=C[C@]43C)[C@@H]2C1. The target protein (Q96T53) has sequence MEWLWLFFLHPISFYQGAAFPFALLFNYLCIMDSFSTRARYLFLLTGGGALAVAAMGSYAVLVFTPAVCAVALLCSLAPQQVHRWTFCFQMSWQTLCHLGLHYTEYYLHEPPSVRFCITLSSLMLLTQRVTSLSLDICEGKVKAASGGFRSRSSLSEHVCKALPYFSYLLFFPALLGGSLCSFQRFQARVQGSSALHPRHSFWALSWRGLQILGLECLNVAVSRVVDAGAGLTDCQQFECIYVVWTTAGLFKLTYYSHWILDDSLLHAAGFGPELGQSPGEEGYVPDADIWTLERTHRISVFSRKWNQSTARWLRRLVFQHSRAWPLLQTFAFSAWWHGLHPGQVFGFVCWAVMVEADYLIHSFANEFIRSWPMRLFYRTLTWAHTQLIIAYIMLAVEVRSLSSLWLLCNSYNSVFPMVYCILLLLLAKRKHKCN. The pIC50 is 4.4. (5) The small molecule is Cc1ccc(SCCCCC(CN)c2ccc(F)cc2)cc1. The target protein (O02853) has sequence MATPNRLWMALLLLGVLGVLQTPAPAQAALQPNFEEDKFLGRWFTSGLASNSSWFLEKKKVLSMCKSVVAPAADGGLNLTSTFLRKDQCETRTLLLRPAGPPGCYSYTSPHWSSTHEVSVAETDYETYALLYTEGVRGPGQDFRMATLYSRSQNPRAEVKEHFTTFAKSLGFTEEGIVFLPKTDKCMEEHP. The pIC50 is 3.5. (6) The drug is CN1CCN(CCc2ccc(Nc3ncc4c(=O)c(C(N)=O)cn(-c5ccc6c(c5)CCC6)c4n3)cc2)CC1. The target protein sequence is NKCGRRNKFGINRPAVLAPEDGLAMSLHFMTLGGSSLSPTEGKGSGLQGHIIENPQYFSDACVHHIKRRDIVLKWELGEGAFGKVFLAECHNLLPEQDKMLVAVKALKEASESARQDFQREAELLTMLQHQHIVRFFGVCTEGRPLLMVFEYMRHGDLNRFLRSHGPDAKLLAGGEDVAPGPLGLGQLLAVASQVAAGMVYLAGLHFVHRDLATRNCLVGQGLVVKIGDFGMSRDIYSTDYYRVGGRTMLPIRWMPPESILYRKFTTESDVWSFGVVLWEIFTYGKQPWYQLSNTEAIDCITQGRELERPRACPPEVYAIMRGCWQREPQQRHSIKDVHARLQALAQAPPVYLDVLG. The pIC50 is 6.8. (7) The small molecule is Cc1n[nH]c2nc(-c3ccc(NS(=O)(=O)c4cc(F)ccc4F)cc3)nc(OCC(F)(F)CN)c12. The target protein (O00141) has sequence MTVKTEAAKGTLTYSRMRGMVAILIAFMKQRRMGLNDFIQKIANNSYACKHPEVQSILKISQPQEPELMNANPSPPPSPSQQINLGPSSNPHAKPSDFHFLKVIGKGSFGKVLLARHKAEEVFYAVKVLQKKAILKKKEEKHIMSERNVLLKNVKHPFLVGLHFSFQTADKLYFVLDYINGGELFYHLQRERCFLEPRARFYAAEIASALGYLHSLNIVYRDLKPENILLDSQGHIVLTDFGLCKENIEHNSTTSTFCGTPEYLAPEVLHKQPYDRTVDWWCLGAVLYEMLYGLPPFYSRNTAEMYDNILNKPLQLKPNITNSARHLLEGLLQKDRTKRLGAKDDFMEIKSHVFFSLINWDDLINKKITPPFNPNVSGPNDLRHFDPEFTEEPVPNSIGKSPDSVLVTASVKEAAEAFLGFSYAPPTDSFL. The pIC50 is 7.7. (8) The small molecule is Nc1nc2[nH]c(CCCc3csc(C(=O)N[C@@H](CCC(=O)O)C(=O)O)c3)cc2c(=O)[nH]1. The target protein (P14207) has sequence MVWKWMPLLLLLVCVATMCSAQDRTDLLNVCMDAKHHKTKPGPEDKLHDQCSPWKKNACCTASTSQELHKDTSRLYNFNWDHCGKMEPACKRHFIQDTCLYECSPNLGPWIQQVNQSWRKERFLDVPLCKEDCQRWWEDCHTSHTCKSNWHRGWDWTSGVNKCPAGALCRTFESYFPTPAALCEGLWSHSYKVSNYSRGSGRCIQMWFDSAQGNPNEEVARFYAAAMHVNAGEMLHGTGGLLLSLALMLQLWLLG. The pIC50 is 9.4. (9) The compound is CCc1nc(N)nc(N)c1-c1ccc(Cl)cc1. The target protein sequence is MMEQVCDVFDIYAICACCKVESKNEGKKNEVFNNYTFRGLGNKGVLPWKCISLDMKYFRAVTTYVNESKYEKLKYKRCKYLNKETVDNVNDMPNSKKLQNVVVMGRTNWESIPKKFKPLSNRINVILSRTLKKEDFDEDVYIINKVEDLIVLLGKLNYYKCFILGGSVVYQEFLEKKLIKKIYFTRINSTYECDVFFPEINENEYQIISVSDVYTSNNTTLDFIIYKKTNNKMLNEQNCIKGEEKNNDMPLKNDDKDTCHMKKLTEFYKNVDKYKINYENDDDDEEEDDFVYFNFNKEKEEKNKNSIHPNDFQIYNSLKYKYHPEYQYLNIIYDIMMNGNKQSDRTGVGVLSKFGYIMKFDLSQYFPLLTTKKLFLRGIIEELLWFIRGETNGNTLLNKNVRIWEANGTREFLDNRKLFHREVNDLGPIYGFQWRHFGAEYTNMYDNYENKGVDQLKNIINLIKNDPTSRRILLCAWNVKDLDQMALPPCHILCQFYVFD.... The pIC50 is 4.0.